This data is from Full USPTO retrosynthesis dataset with 1.9M reactions from patents (1976-2016). The task is: Predict the reactants needed to synthesize the given product. (1) Given the product [Br:2][CH:3]1[C:8](=[O:9])[CH2:7][CH2:6][N:5]([C:12](=[O:13])[C:11]([F:22])([F:21])[F:10])[CH2:4]1, predict the reactants needed to synthesize it. The reactants are: Br.[Br:2][CH:3]1[C:8](=[O:9])[CH2:7][CH2:6][NH:5][CH2:4]1.[F:10][C:11]([F:22])([F:21])[C:12](O[C:12](=[O:13])[C:11]([F:22])([F:21])[F:10])=[O:13].O. (2) Given the product [CH3:1][S:2]([C:5]1[CH:10]=[CH:9][C:8]([NH2:11])=[C:7]([C:14]([F:15])([F:16])[F:17])[CH:6]=1)(=[O:4])=[O:3], predict the reactants needed to synthesize it. The reactants are: [CH3:1][S:2]([C:5]1[CH:10]=[CH:9][C:8]([N+:11]([O-])=O)=[C:7]([C:14]([F:17])([F:16])[F:15])[CH:6]=1)(=[O:4])=[O:3].FC(F)(F)C1C=C([N+]([O-])=O)C=CC=1. (3) Given the product [CH3:53][C@H:49]([O:48][C:39]1[N:38]=[C:37]2[C:42]([N:43]=[C:44]([O:45][CH3:46])[N:36]2[CH2:35][CH2:34][CH2:33][CH2:32][CH2:31][NH:61][CH2:60][CH:57]2[CH2:58][CH2:59][O:54][CH2:55][CH2:56]2)=[C:41]([NH2:47])[N:40]=1)[CH2:50][CH2:51][CH3:52], predict the reactants needed to synthesize it. The reactants are: C[C@H](OC1N=C2C(N=C(OC)N2CCCCNC2CCOCC2)=C(N)N=1)CCC.Cl[CH2:31][CH2:32][CH2:33][CH2:34][CH2:35][N:36]1[C:44]([O:45][CH3:46])=[N:43][C:42]2[C:37]1=[N:38][C:39]([O:48][C@@H:49]([CH3:53])[CH2:50][CH2:51][CH3:52])=[N:40][C:41]=2[NH2:47].[O:54]1[CH2:59][CH2:58][CH:57]([CH2:60][NH2:61])[CH2:56][CH2:55]1. (4) Given the product [Cl:1][C:2]1[S:6][C:5]([C:7]2[N:8]=[C:9]([O:17][C:18]3[CH:23]=[CH:22][C:21]([CH2:24][C:25]([O:27][CH3:28])=[O:26])=[CH:20][CH:19]=3)[C:10]3[CH2:16][S:15](=[O:34])[CH2:14][CH2:13][C:11]=3[N:12]=2)=[CH:4][CH:3]=1, predict the reactants needed to synthesize it. The reactants are: [Cl:1][C:2]1[S:6][C:5]([C:7]2[N:8]=[C:9]([O:17][C:18]3[CH:23]=[CH:22][C:21]([CH2:24][C:25]([O:27][CH3:28])=[O:26])=[CH:20][CH:19]=3)[C:10]3[CH2:16][S:15][CH2:14][CH2:13][C:11]=3[N:12]=2)=[CH:4][CH:3]=1.ClC1C=C(C=CC=1)C(OO)=[O:34].